From a dataset of Reaction yield outcomes from USPTO patents with 853,638 reactions. Predict the reaction yield, written as a fraction of the theoretical maximum amount of product (1.0 means a 100% yield; for example, 0.34 means a 34% yield). (1) The reactants are [C:1]([C:3]1[C:7]([CH:8]([OH:11])CO)=[C:6]([C:12]2[N:16]=[CH:15][N:14]([CH:17]3[CH2:22][CH2:21][CH2:20][CH2:19][O:18]3)[N:13]=2)[S:5][C:4]=1[C:23]1[CH:28]=[CH:27][N:26]=[C:25]([NH:29][C:30](=[O:33])[O:31][CH3:32])[CH:24]=1)#[N:2].I([O-])(=O)(=O)=O.[Na+]. The catalyst is CC(C)=O.O. The product is [C:1]([C:3]1[C:7]([CH:8]=[O:11])=[C:6]([C:12]2[N:16]=[CH:15][N:14]([CH:17]3[CH2:22][CH2:21][CH2:20][CH2:19][O:18]3)[N:13]=2)[S:5][C:4]=1[C:23]1[CH:28]=[CH:27][N:26]=[C:25]([NH:29][C:30](=[O:33])[O:31][CH3:32])[CH:24]=1)#[N:2]. The yield is 0.948. (2) The reactants are C(OC(=O)[NH:7][C@H:8]([CH2:32][C:33]1[CH:38]=[C:37]([F:39])[C:36]([F:40])=[CH:35][C:34]=1[F:41])[CH2:9][C:10]([N:12]1[CH2:17][CH2:16][N:15]2[C:18]([C:28]([F:31])([F:30])[F:29])=[N:19][C:20]([C:21](=[O:27])[NH:22][CH2:23][CH2:24][CH2:25][CH3:26])=[C:14]2[CH2:13]1)=[O:11])(C)(C)C.FC(F)(F)C(O)=O. The catalyst is ClCCl. The product is [CH2:23]([NH:22][C:21]([C:20]1[N:19]=[C:18]([C:28]([F:29])([F:30])[F:31])[N:15]2[CH2:16][CH2:17][N:12]([C:10](=[O:11])[CH2:9][C@H:8]([NH2:7])[CH2:32][C:33]3[CH:38]=[C:37]([F:39])[C:36]([F:40])=[CH:35][C:34]=3[F:41])[CH2:13][C:14]=12)=[O:27])[CH2:24][CH2:25][CH3:26]. The yield is 0.700.